Regression. Given a peptide amino acid sequence and an MHC pseudo amino acid sequence, predict their binding affinity value. This is MHC class II binding data. From a dataset of Peptide-MHC class II binding affinity with 134,281 pairs from IEDB. (1) The peptide sequence is IYKASPTLAFPAGVC. The MHC is HLA-DPA10103-DPB10401 with pseudo-sequence HLA-DPA10103-DPB10401. The binding affinity (normalized) is 0.435. (2) The peptide sequence is GAYFVSSGKYEGGNI. The MHC is DRB3_0202 with pseudo-sequence DRB3_0202. The binding affinity (normalized) is 0.232. (3) The peptide sequence is ECGGILQAYDLRDAP. The MHC is DRB1_0802 with pseudo-sequence DRB1_0802. The binding affinity (normalized) is 0.623.